From a dataset of Reaction yield outcomes from USPTO patents with 853,638 reactions. Predict the reaction yield, written as a fraction of the theoretical maximum amount of product (1.0 means a 100% yield; for example, 0.34 means a 34% yield). (1) The reactants are [Br:1][C:2]1[N:3]([C:8]2[C:17]3[C:12](=[CH:13][CH:14]=[CH:15][CH:16]=3)[C:11]([CH:18]3[CH2:20][CH2:19]3)=[CH:10][CH:9]=2)[C:4]([SH:7])=[N:5][N:6]=1.Br[C:22]([CH3:31])([CH3:30])[C:23]([O:25][C:26]([CH3:29])([CH3:28])[CH3:27])=[O:24].C(N(C(C)C)CC)(C)C. The catalyst is CN(C=O)C. The product is [Br:1][C:2]1[N:3]([C:8]2[C:17]3[C:12](=[CH:13][CH:14]=[CH:15][CH:16]=3)[C:11]([CH:18]3[CH2:20][CH2:19]3)=[CH:10][CH:9]=2)[C:4]([S:7][C:22]([CH3:31])([CH3:30])[C:23]([O:25][C:26]([CH3:29])([CH3:28])[CH3:27])=[O:24])=[N:5][N:6]=1. The yield is 0.750. (2) The reactants are [CH3:1][NH:2][CH2:3][C:4]1[N:8]([CH3:9])[N:7]=[C:6]([N+:10]([O-:12])=[O:11])[CH:5]=1.[O:13]1[CH2:16][C:15](=O)[CH2:14]1.[BH3-]C#N.[Na+]. The catalyst is CO.[Cl-].[Cl-].[Zn+2]. The product is [CH3:1][N:2]([CH2:3][C:4]1[N:8]([CH3:9])[N:7]=[C:6]([N+:10]([O-:12])=[O:11])[CH:5]=1)[CH:15]1[CH2:16][O:13][CH2:14]1. The yield is 0.800. (3) The reactants are C(O[C:5]1([CH2:11][CH3:12])[O:9][CH:8](C)[CH2:7][O:6]1)(=O)C.[C:13](=O)([O-])[O-:14].[K+].[K+].O1CCCC1. The product is [CH2:11]([C:5]1([CH2:13][OH:14])[O:6][CH2:7][CH2:8][O:9]1)[CH3:12]. The catalyst is O. The yield is 0.715. (4) The reactants are [CH3:1][N:2]([CH2:10][CH2:11][NH:12][C:13](=[O:40])[C:14]1[CH:19]=[CH:18][C:17](/[CH:20]=[CH:21]/[CH:22]([C:27]2[CH:32]=[C:31]([Cl:33])[C:30]([Cl:34])=[C:29]([Cl:35])[CH:28]=2)[C:23]([F:26])([F:25])[F:24])=[CH:16][C:15]=1[C:36]([F:39])([F:38])[F:37])C(=O)OC(C)(C)C.Cl. The catalyst is ClCCl. The product is [ClH:33].[CH3:1][NH:2][CH2:10][CH2:11][NH:12][C:13](=[O:40])[C:14]1[CH:19]=[CH:18][C:17](/[CH:20]=[CH:21]/[CH:22]([C:27]2[CH:28]=[C:29]([Cl:35])[C:30]([Cl:34])=[C:31]([Cl:33])[CH:32]=2)[C:23]([F:24])([F:25])[F:26])=[CH:16][C:15]=1[C:36]([F:37])([F:39])[F:38]. The yield is 0.510.